Dataset: Full USPTO retrosynthesis dataset with 1.9M reactions from patents (1976-2016). Task: Predict the reactants needed to synthesize the given product. (1) Given the product [CH3:22][O:21][C:18]1[CH:19]=[CH:20][C:15]([C:8]2[CH:9]=[CH:10][CH:11]=[C:12]([CH2:13][Cl:3])[C:7]=2[CH2:5][CH3:6])=[CH:16][CH:17]=1, predict the reactants needed to synthesize it. The reactants are: S(Cl)([Cl:3])=O.[CH2:5]([C:7]1[C:12]([CH2:13]O)=[CH:11][CH:10]=[CH:9][C:8]=1[C:15]1[CH:20]=[CH:19][C:18]([O:21][CH3:22])=[CH:17][CH:16]=1)[CH3:6]. (2) Given the product [CH:1]1([CH:16]=[O:17])[CH2:15][CH2:14][CH2:13][CH2:12][CH2:11][CH2:10][CH2:9][CH2:8][CH2:7][CH2:6][CH2:5][CH2:4][CH2:3][CH2:2]1, predict the reactants needed to synthesize it. The reactants are: [CH:1]1([CH2:16][OH:17])[CH2:15][CH2:14][CH2:13][CH2:12][CH2:11][CH2:10][CH2:9][CH2:8][CH2:7][CH2:6][CH2:5][CH2:4][CH2:3][CH2:2]1.C1C=C[NH+]=CC=1.[O-][Cr](Cl)(=O)=O. (3) Given the product [ClH:37].[CH2:1]([O:8][C:9]1[CH:14]=[CH:13][N:12]([C:15]2[CH:16]=[CH:17][C:18]3[S:27][C:26]4[CH2:25][CH2:24][CH2:23][NH:22][CH2:21][C:20]=4[C:19]=3[CH:35]=2)[C:11](=[O:36])[CH:10]=1)[C:2]1[CH:7]=[CH:6][CH:5]=[CH:4][CH:3]=1, predict the reactants needed to synthesize it. The reactants are: [CH2:1]([O:8][C:9]1[CH:14]=[CH:13][N:12]([C:15]2[CH:16]=[CH:17][C:18]3[S:27][C:26]4[CH2:25][CH2:24][CH2:23][N:22](C(OC(C)(C)C)=O)[CH2:21][C:20]=4[C:19]=3[CH:35]=2)[C:11](=[O:36])[CH:10]=1)[C:2]1[CH:7]=[CH:6][CH:5]=[CH:4][CH:3]=1.[ClH:37]. (4) The reactants are: Br[C:2]1[C:11]2[C:6](=[C:7]([Cl:12])[CH:8]=[CH:9][CH:10]=2)[CH:5]=[CH:4][C:3]=1[CH3:13].C([Li])CCC.CN(C)[CH:21]=[O:22]. Given the product [Cl:12][C:7]1[CH:8]=[CH:9][CH:10]=[C:11]2[C:6]=1[CH:5]=[CH:4][C:3]([CH3:13])=[C:2]2[CH:21]=[O:22], predict the reactants needed to synthesize it. (5) Given the product [CH2:2]([N+:9]([O-:10])=[CH:25][C:24]1[C:19]([S:18][C:15]2[CH:16]=[CH:17][C:12]([CH3:11])=[CH:13][CH:14]=2)=[N:20][CH:21]=[CH:22][CH:23]=1)[C:3]1[CH:8]=[CH:7][CH:6]=[CH:5][CH:4]=1, predict the reactants needed to synthesize it. The reactants are: Cl.[CH2:2]([NH:9][OH:10])[C:3]1[CH:8]=[CH:7][CH:6]=[CH:5][CH:4]=1.[CH3:11][C:12]1[CH:17]=[CH:16][C:15]([S:18][C:19]2[C:24]([CH:25]=O)=[CH:23][CH:22]=[CH:21][N:20]=2)=[CH:14][CH:13]=1. (6) Given the product [CH3:22][C:21]1[C:16]([N:13]2[CH2:14][CH2:15][N:10]([C:8]([C:5]3[CH:6]=[CH:7][C:2]([N:28]4[C@H:27]([CH2:25][CH3:26])[CH2:31][O:30][C:29]4=[O:32])=[C:3]([F:24])[CH:4]=3)=[O:9])[CH2:11][CH2:12]2)=[N:17][CH:18]=[C:19]([CH3:23])[CH:20]=1, predict the reactants needed to synthesize it. The reactants are: Br[C:2]1[CH:7]=[CH:6][C:5]([C:8]([N:10]2[CH2:15][CH2:14][N:13]([C:16]3[C:21]([CH3:22])=[CH:20][C:19]([CH3:23])=[CH:18][N:17]=3)[CH2:12][CH2:11]2)=[O:9])=[CH:4][C:3]=1[F:24].[CH2:25]([C@@H:27]1[CH2:31][O:30][C:29](=[O:32])[NH:28]1)[CH3:26]. (7) Given the product [CH:1]1([NH:4][C:5](=[O:6])[NH:7][C:8]2[CH:9]=[CH:10][C:11]([C:14]3[N:15]=[C:16]([N:24]4[CH2:29][CH2:28][O:27][CH2:26][C@@H:25]4[CH3:30])[C:17]4[CH2:23][CH2:22][N:21]([C:33]([O:32][CH3:31])=[O:34])[CH2:20][C:18]=4[N:19]=3)=[CH:12][CH:13]=2)[CH2:2][CH2:3]1, predict the reactants needed to synthesize it. The reactants are: [CH:1]1([NH:4][C:5]([NH:7][C:8]2[CH:13]=[CH:12][C:11]([C:14]3[N:15]=[C:16]([N:24]4[CH2:29][CH2:28][O:27][CH2:26][C@@H:25]4[CH3:30])[C:17]4[CH2:23][CH2:22][NH:21][CH2:20][C:18]=4[N:19]=3)=[CH:10][CH:9]=2)=[O:6])[CH2:3][CH2:2]1.[CH3:31][O:32][C:33](Cl)=[O:34].